From a dataset of Full USPTO retrosynthesis dataset with 1.9M reactions from patents (1976-2016). Predict the reactants needed to synthesize the given product. (1) Given the product [C:68]([O:76][C@@H:77]([CH2:100][C:101]([Br:103])=[CH2:102])[CH2:78][CH2:79][C@@:80]12[O:99][C@@H:83]3[C@H:84]4[C@@H:89]([O:90][C@@H:82]3[CH2:81]1)[C@@H:88]([O:91]2)[C@H:87]1[O:92][C@@H:93]([CH2:96][CH:97]([OH:98])[CH:8]([C@@H:7]2[C@@H:3]([O:2][CH3:1])[C@@H:4]([CH2:38][C@H:39]([O:40][Si:41]([C:42]([CH3:43])([CH3:44])[CH3:45])([CH3:47])[CH3:46])[CH2:48][O:49][Si:50]([C:51]([CH3:52])([CH3:53])[CH3:54])([CH3:56])[CH3:55])[O:5][C@H:6]2[CH2:18][C@@H:19]2[C:24](=[CH2:25])[C@H:23]([CH3:26])[CH2:22][C@H:21]([CH2:27][CH2:28][CH2:29][O:30][Si:31]([CH2:34][CH3:35])([CH2:36][CH3:37])[CH2:32][CH3:33])[O:20]2)[S:9]([C:12]2[CH:13]=[CH:14][CH:15]=[CH:16][CH:17]=2)(=[O:11])=[O:10])[CH2:94][CH2:95][C@@H:86]1[O:85]4)(=[O:75])[C:69]1[CH:70]=[CH:71][CH:72]=[CH:73][CH:74]=1, predict the reactants needed to synthesize it. The reactants are: [CH3:1][O:2][C@@H:3]1[C@@H:7]([CH2:8][S:9]([C:12]2[CH:17]=[CH:16][CH:15]=[CH:14][CH:13]=2)(=[O:11])=[O:10])[C@H:6]([CH2:18][C@@H:19]2[C:24](=[CH2:25])[C@H:23]([CH3:26])[CH2:22][C@H:21]([CH2:27][CH2:28][CH2:29][O:30][Si:31]([CH2:36][CH3:37])([CH2:34][CH3:35])[CH2:32][CH3:33])[O:20]2)[O:5][C@@H:4]1[CH2:38][C@@H:39]([CH2:48][O:49][Si:50]([CH3:56])([CH3:55])[C:51]([CH3:54])([CH3:53])[CH3:52])[O:40][Si:41]([CH3:47])([CH3:46])[C:42]([CH3:45])([CH3:44])[CH3:43].[Li]CCCC.CCCCCC.[C:68]([O:76][C@@H:77]([CH2:100][C:101]([Br:103])=[CH2:102])[CH2:78][CH2:79][C@@:80]12[O:99][C@@H:83]3[C@H:84]4[C@@H:89]([O:90][C@@H:82]3[CH2:81]1)[C@@H:88]([O:91]2)[C@H:87]1[O:92][C@@H:93]([CH2:96][CH:97]=[O:98])[CH2:94][CH2:95][C@@H:86]1[O:85]4)(=[O:75])[C:69]1[CH:74]=[CH:73][CH:72]=[CH:71][CH:70]=1. (2) Given the product [CH3:12][C:6]1[N:7]=[C:8]2[C:3]([C:2]([NH:20][C:18]3[CH:19]=[C:14]([CH3:13])[CH:15]=[CH:16][C:17]=3[S:21][C:22]3[CH:27]=[CH:26][C:25]([O:28][C:29]4[CH:30]=[CH:31][CH:32]=[CH:33][CH:34]=4)=[CH:24][CH:23]=3)=[CH:11][CH:10]=[N:9]2)=[CH:4][CH:5]=1, predict the reactants needed to synthesize it. The reactants are: Cl[C:2]1[CH:11]=[CH:10][N:9]=[C:8]2[C:3]=1[CH:4]=[CH:5][C:6]([CH3:12])=[N:7]2.[CH3:13][C:14]1[CH:15]=[CH:16][C:17]([S:21][C:22]2[CH:27]=[CH:26][C:25]([O:28][C:29]3[CH:34]=[CH:33][CH:32]=[CH:31][CH:30]=3)=[CH:24][CH:23]=2)=[C:18]([NH2:20])[CH:19]=1. (3) Given the product [CH2:1]([C:3]1[C:4]([NH:11][C@H:12]2[C@@H:16]([O:17][CH2:31][CH3:32])[CH2:15][N:14]([C:18]([O:20][CH2:21][C:22]3[CH:27]=[CH:26][CH:25]=[CH:24][CH:23]=3)=[O:19])[CH2:13]2)=[N:5][C:6]([CH2:9][CH3:10])=[CH:7][N:8]=1)[CH3:2], predict the reactants needed to synthesize it. The reactants are: [CH2:1]([C:3]1[C:4]([NH:11][C@H:12]2[C@@H:16]([OH:17])[CH2:15][N:14]([C:18]([O:20][CH2:21][C:22]3[CH:27]=[CH:26][CH:25]=[CH:24][CH:23]=3)=[O:19])[CH2:13]2)=[N:5][C:6]([CH2:9][CH3:10])=[CH:7][N:8]=1)[CH3:2].[H-].[Na+].I[CH2:31][CH3:32]. (4) Given the product [Cl:21][C:8]1[CH:9]=[C:10]([NH:13][S:14]([C:17]([F:20])([F:19])[F:18])(=[O:16])=[O:15])[CH:11]=[CH:12][C:7]=1[C:5]1[N:6]=[C:2]([C:28]2[CH:29]=[C:30]3[C:25]([CH:24]=[CH:23][NH:22]3)=[CH:26][CH:27]=2)[S:3][CH:4]=1, predict the reactants needed to synthesize it. The reactants are: Br[C:2]1[S:3][CH:4]=[C:5]([C:7]2[CH:12]=[CH:11][C:10]([NH:13][S:14]([C:17]([F:20])([F:19])[F:18])(=[O:16])=[O:15])=[CH:9][C:8]=2[Cl:21])[N:6]=1.[NH:22]1[C:30]2[C:25](=[CH:26][CH:27]=[C:28](B(O)O)[CH:29]=2)[CH:24]=[CH:23]1.C(=O)([O-])[O-].[K+].[K+].CN(C)C=O. (5) Given the product [Cl:1][C:2]1[N:7]=[C:6]([NH:26][C:17]2[CH:18]=[CH:19][C:20]([N:21]3[CH:25]=[CH:24][CH:23]=[N:22]3)=[C:15]([F:14])[CH:16]=2)[C:5]([C:9]([O:11][CH2:12][CH3:13])=[O:10])=[CH:4][N:3]=1, predict the reactants needed to synthesize it. The reactants are: [Cl:1][C:2]1[N:7]=[C:6](Cl)[C:5]([C:9]([O:11][CH2:12][CH3:13])=[O:10])=[CH:4][N:3]=1.[F:14][C:15]1[CH:16]=[C:17]([NH2:26])[CH:18]=[CH:19][C:20]=1[N:21]1[CH:25]=[CH:24][CH:23]=[N:22]1.CCN(C(C)C)C(C)C.O.